Dataset: Experimental lipophilicity measurements (octanol/water distribution) for 4,200 compounds from AstraZeneca. Task: Regression/Classification. Given a drug SMILES string, predict its absorption, distribution, metabolism, or excretion properties. Task type varies by dataset: regression for continuous measurements (e.g., permeability, clearance, half-life) or binary classification for categorical outcomes (e.g., BBB penetration, CYP inhibition). For this dataset (lipophilicity_astrazeneca), we predict Y. (1) The molecule is NC(=O)c1ccccc1O. The Y is 1.09 logD. (2) The compound is Cc1cc(Nc2nc(N[C@@H](C)c3ncc(F)cn3)ncc2C)n[nH]1. The Y is 1.75 logD. (3) The compound is CNC1(C)C2CCC(C2)C1(C)C. The Y is -0.840 logD. (4) The molecule is COc1cc(-n2cnc3cc(-c4ccc(Cl)cc4)sc3c2=O)ccc1OCCN1CCCC1. The Y is 2.74 logD. (5) The molecule is C[C@H](CO)Nc1nc(SCc2ccccc2F)nc2[nH]c(=O)sc12. The Y is 3.00 logD. (6) The drug is CCCN(c1cccnc1)P(=O)(c1ccccc1)c1ccccc1. The Y is 2.60 logD.